This data is from Full USPTO retrosynthesis dataset with 1.9M reactions from patents (1976-2016). The task is: Predict the reactants needed to synthesize the given product. (1) The reactants are: [OH:1][C:2]1[CH:10]=[CH:9][CH:8]=[C:4]([C:5]([OH:7])=[O:6])[C:3]=1[NH2:11].N1C=CC=CC=1.[C:18](Cl)(=[O:25])[C:19]1[CH:24]=[CH:23][N:22]=[CH:21][CH:20]=1. Given the product [OH:1][C:2]1[C:3]([NH:11][C:18](=[O:25])[C:19]2[CH:24]=[CH:23][N:22]=[CH:21][CH:20]=2)=[C:4]([CH:8]=[CH:9][CH:10]=1)[C:5]([OH:7])=[O:6], predict the reactants needed to synthesize it. (2) Given the product [CH:48]([C:45]1[S:46][CH:47]=[C:43]([C:41]([N:37]2[CH2:36][C:35]3([CH2:34][CH2:33][N:32]([CH2:31][C:28]4[S:29][CH:30]=[C:26]([CH2:25][CH:24]=[O:23])[CH:27]=4)[CH2:52][CH2:51]3)[O:40][CH2:39][CH2:38]2)=[O:42])[N:44]=1)([CH3:50])[CH3:49], predict the reactants needed to synthesize it. The reactants are: CC(OI1(OC(C)=O)(OC(C)=O)OC(=O)C2C=CC=CC1=2)=O.[OH:23][CH2:24][CH2:25][C:26]1[CH:27]=[C:28]([CH2:31][N:32]2[CH2:52][CH2:51][C:35]3([O:40][CH2:39][CH2:38][N:37]([C:41]([C:43]4[N:44]=[C:45]([CH:48]([CH3:50])[CH3:49])[S:46][CH:47]=4)=[O:42])[CH2:36]3)[CH2:34][CH2:33]2)[S:29][CH:30]=1.FC(F)(F)C(O)=O.S([O-])([O-])(=O)=S.[Na+].[Na+].C(=O)(O)[O-].[Na+]. (3) Given the product [S:1]1[C:5]([C:6]2[CH2:10][CH2:9][C@:8]([C:15]3[CH:20]=[CH:19][CH:18]=[C:17]([F:21])[C:16]=3[CH3:22])([C:11]([OH:13])=[O:12])[CH:7]=2)=[CH:4][C:3]2[CH:23]=[CH:24][CH:25]=[CH:26][C:2]1=2, predict the reactants needed to synthesize it. The reactants are: [S:1]1[C:5]([C:6]2[CH2:10][CH2:9][C@:8]([C:15]3[CH:20]=[CH:19][CH:18]=[C:17]([F:21])[C:16]=3[CH3:22])([C:11]([O:13]C)=[O:12])[CH:7]=2)=[CH:4][C:3]2[CH:23]=[CH:24][CH:25]=[CH:26][C:2]1=2.[OH-].[Na+]. (4) Given the product [CH:1]([C:3]1[CH:4]=[CH:5][C:6]([O:11][C:12]2[CH:17]=[CH:16][C:15]([CH3:18])=[CH:14][C:13]=2[OH:19])=[C:7]([CH:10]=1)[C:8]#[N:9])=[O:2], predict the reactants needed to synthesize it. The reactants are: [CH:1]([C:3]1[CH:4]=[CH:5][C:6]([O:11][C:12]2[CH:17]=[CH:16][C:15]([CH3:18])=[CH:14][C:13]=2[O:19]C)=[C:7]([CH:10]=1)[C:8]#[N:9])=[O:2].B(Br)(Br)Br. (5) Given the product [CH:20]([Si:13]([CH:14]([CH3:16])[CH3:15])([CH:17]([CH3:19])[CH3:18])[O:12][C@H:11]1[C@H:6]([O:5][Si:4]([CH:1]([CH3:2])[CH3:3])([CH:44]([CH3:46])[CH3:45])[CH:47]([CH3:48])[CH3:49])[C@@H:7]([CH2:32][O:33][Si:34]([CH:35]([CH3:37])[CH3:36])([CH:41]([CH3:42])[CH3:43])[CH:38]([CH3:39])[CH3:40])[O:8][C@@H:9]([C:23]2[C:24]([NH2:31])=[CH:25][C:26]([O:29][CH3:30])=[N:27][CH:28]=2)[CH2:10]1)([CH3:21])[CH3:22], predict the reactants needed to synthesize it. The reactants are: [CH:1]([Si:4]([CH:47]([CH3:49])[CH3:48])([CH:44]([CH3:46])[CH3:45])[O:5][C@H:6]1[C@H:11]([O:12][Si:13]([CH:20]([CH3:22])[CH3:21])([CH:17]([CH3:19])[CH3:18])[CH:14]([CH3:16])[CH3:15])[CH:10]=[C:9]([C:23]2[C:24]([NH2:31])=[CH:25][C:26]([O:29][CH3:30])=[N:27][CH:28]=2)[O:8][C@@H:7]1[CH2:32][O:33][Si:34]([CH:41]([CH3:43])[CH3:42])([CH:38]([CH3:40])[CH3:39])[CH:35]([CH3:37])[CH3:36])([CH3:3])[CH3:2]. (6) Given the product [CH2:4]([O:3][C:1](=[O:6])[NH:2][C:17]([CH3:31])([CH3:16])[CH2:18][CH2:19][N:20]1[C:28](=[O:29])[C:27]2[C:22](=[CH:23][CH:24]=[CH:25][CH:26]=2)[C:21]1=[O:30])[CH3:5], predict the reactants needed to synthesize it. The reactants are: [C:1](=[O:6])([O:3][CH2:4][CH3:5])[NH2:2].B(F)(F)F.CCOCC.[CH3:16][C:17]([CH3:31])=[CH:18][CH2:19][N:20]1[C:28](=[O:29])[C:27]2[C:22](=[CH:23][CH:24]=[CH:25][CH:26]=2)[C:21]1=[O:30].